Regression/Classification. Given a drug SMILES string, predict its absorption, distribution, metabolism, or excretion properties. Task type varies by dataset: regression for continuous measurements (e.g., permeability, clearance, half-life) or binary classification for categorical outcomes (e.g., BBB penetration, CYP inhibition). For this dataset (solubility_aqsoldb), we predict Y. From a dataset of Aqueous solubility values for 9,982 compounds from the AqSolDB database. The molecule is C/C(=C\CO)CCC[C@H](C)CCC[C@H](C)CCCC(C)C. The Y is -4.86 log mol/L.